Dataset: Full USPTO retrosynthesis dataset with 1.9M reactions from patents (1976-2016). Task: Predict the reactants needed to synthesize the given product. (1) Given the product [CH2:64]([O:63][C:60](=[O:62])[CH2:61][O:49][C:67]1[CH:68]=[CH:69][C:70]([S:13]([N:16]2[CH2:25][C:24]([CH3:27])([CH3:26])[C:23]3[C:18](=[CH:19][C:20]([C:43]4[CH:44]=[CH:45][C:40]([F:39])=[CH:41][CH:42]=4)=[CH:21][CH:22]=3)[CH:17]2[CH3:36])(=[O:15])=[O:14])=[CH:71][C:66]=1[CH3:72])[CH3:65], predict the reactants needed to synthesize it. The reactants are: C(OC(=O)COC1C=CC=C([S:13]([N:16]2[CH2:25][C:24]([CH3:27])([CH3:26])[C:23]3[C:18](=[CH:19][C:20](OS(C(F)(F)F)(=O)=O)=[CH:21][CH:22]=3)[CH:17]2[CH3:36])(=[O:15])=[O:14])C=1C)C.[F:39][C:40]1[CH:45]=[CH:44][C:43](B(O)O)=[CH:42][CH:41]=1.[OH2:49].O.O.P([O-])([O-])([O-])=O.[K+].[K+].[K+].[C:60]([O:63][CH2:64][CH3:65])(=[O:62])[CH3:61].[C:66]1([CH3:72])[CH:71]=[CH:70][CH:69]=[CH:68][CH:67]=1. (2) Given the product [CH3:1][O:2][C:3](=[O:27])[CH2:4][CH2:5][CH2:6][CH2:7][CH2:8][CH2:9][C:10]([NH:12][C:13]1[S:14][CH:15]=[C:16]([C:18]2[CH:23]=[CH:22][CH:21]=[C:20]([NH2:24])[CH:19]=2)[N:17]=1)=[O:11], predict the reactants needed to synthesize it. The reactants are: [CH3:1][O:2][C:3](=[O:27])[CH2:4][CH2:5][CH2:6][CH2:7][CH2:8][CH2:9][C:10]([NH:12][C:13]1[S:14][CH:15]=[C:16]([C:18]2[CH:23]=[CH:22][CH:21]=[C:20]([N+:24]([O-])=O)[CH:19]=2)[N:17]=1)=[O:11]. (3) Given the product [CH3:1][O:2][C:3]([C:5]1[CH:10]=[C:9]([NH:73][CH:69]2[CH2:72][CH2:71][CH2:70]2)[N:8]=[C:7]([C:12]([O:14][CH2:15][CH3:16])=[O:13])[CH:6]=1)=[O:4], predict the reactants needed to synthesize it. The reactants are: [CH3:1][O:2][C:3]([C:5]1[CH:10]=[C:9](Cl)[N:8]=[C:7]([C:12]([O:14][CH2:15][CH3:16])=[O:13])[CH:6]=1)=[O:4].C1(P(C2C=CC=CC=2)C2C=CC3C(=CC=CC=3)C=2C2C3C(=CC=CC=3)C=CC=2P(C2C=CC=CC=2)C2C=CC=CC=2)C=CC=CC=1.C(=O)([O-])[O-].[Cs+].[Cs+].[CH:69]1([NH2:73])[CH2:72][CH2:71][CH2:70]1. (4) Given the product [Br:1][C:2]1[CH:3]=[N:4][C:5]2[N:6]([N:8]=[C:9]([C:11]([N:21]3[CH2:20][CH2:19][C:18]4[C:23](=[CH:24][C:25]([O:26][CH3:27])=[C:16]([O:15][CH3:14])[CH:17]=4)[CH:22]3[CH3:28])=[O:13])[CH:10]=2)[CH:7]=1, predict the reactants needed to synthesize it. The reactants are: [Br:1][C:2]1[CH:3]=[N:4][C:5]2[N:6]([N:8]=[C:9]([C:11]([OH:13])=O)[CH:10]=2)[CH:7]=1.[CH3:14][O:15][C:16]1[CH:17]=[C:18]2[C:23](=[CH:24][C:25]=1[O:26][CH3:27])[CH:22]([CH3:28])[NH:21][CH2:20][CH2:19]2.